Task: Predict the product of the given reaction.. Dataset: Forward reaction prediction with 1.9M reactions from USPTO patents (1976-2016) (1) Given the reactants [Cl:1][C:2]1[C:7]([CH3:8])=[CH:6][C:5]([S:9]([N:12]([CH2:14][C:15]2[O:19][CH:18]=[C:17]([C:20]([OH:22])=O)[CH:16]=2)[CH3:13])(=[O:11])=[O:10])=[C:4]([CH3:23])[CH:3]=1.C1N=CN(C(N2C=NC=C2)=O)C=1.[NH:36]1[CH2:40][CH2:39][N:38]=[C:37]1[C:41]1[CH:46]=[CH:45][C:44]([CH2:47][NH:48][CH3:49])=[CH:43][CH:42]=1.Cl, predict the reaction product. The product is: [Cl:1][C:2]1[C:7]([CH3:8])=[CH:6][C:5]([S:9]([N:12]([CH2:14][C:15]2[O:19][CH:18]=[C:17]([C:20]([N:48]([CH2:47][C:44]3[CH:45]=[CH:46][C:41]([C:37]4[NH:38][CH2:39][CH2:40][N:36]=4)=[CH:42][CH:43]=3)[CH3:49])=[O:22])[CH:16]=2)[CH3:13])(=[O:10])=[O:11])=[C:4]([CH3:23])[CH:3]=1. (2) Given the reactants [H-].[Na+].[S:3]1[CH2:7][C:6](=[O:8])[NH:5][C:4]1=[O:9].[CH2:10](I)[CH3:11], predict the reaction product. The product is: [CH2:10]([N:5]1[C:6](=[O:8])[CH2:7][S:3][C:4]1=[O:9])[CH3:11]. (3) Given the reactants Br[C:2]1[CH:3]=[C:4]2[C:13](=[CH:14][CH:15]=1)[O:12][CH2:11][C:10]1[N:5]2[CH:6]([CH3:25])[C:7](=[O:24])[N:8]([CH2:16][O:17][CH2:18][CH2:19][Si:20]([CH3:23])([CH3:22])[CH3:21])[N:9]=1.[N:26]1([C:32]([O:34][C:35]([CH3:38])([CH3:37])[CH3:36])=[O:33])[CH2:31][CH2:30][NH:29][CH2:28][CH2:27]1.CC([O-])(C)C.[Na+].C1(P(C2CCCCC2)C2C=CC=CC=2C2C(C(C)C)=CC(C(C)C)=CC=2C(C)C)CCCCC1, predict the reaction product. The product is: [C:35]([O:34][C:32]([N:26]1[CH2:31][CH2:30][N:29]([C:2]2[CH:3]=[C:4]3[C:13](=[CH:14][CH:15]=2)[O:12][CH2:11][C:10]2[N:5]3[CH:6]([CH3:25])[C:7](=[O:24])[N:8]([CH2:16][O:17][CH2:18][CH2:19][Si:20]([CH3:23])([CH3:22])[CH3:21])[N:9]=2)[CH2:28][CH2:27]1)=[O:33])([CH3:38])([CH3:36])[CH3:37]. (4) Given the reactants [C:1]1([C:12]2[CH:17]=[CH:16][CH:15]=[CH:14][CH:13]=2)[CH:6]=[CH:5][CH:4]=[C:3]([CH2:7][NH:8][C:9](=[O:11])[CH3:10])[CH:2]=1.[H-].[Na+].[CH3:20]I, predict the reaction product. The product is: [C:1]1([C:12]2[CH:17]=[CH:16][CH:15]=[CH:14][CH:13]=2)[CH:6]=[CH:5][CH:4]=[C:3]([CH2:7][N:8]([CH3:20])[C:9](=[O:11])[CH3:10])[CH:2]=1. (5) Given the reactants [Cl:1][CH2:2][CH2:3][CH2:4][NH:5][C:6]([C:8]1[CH:13]=[CH:12][C:11]([NH:14][C:15]2[N:20]=[C:19]([O:21][CH2:22][C:23]([F:26])([F:25])[F:24])[N:18]=[C:17]([NH:27][CH2:28][CH2:29][CH2:30][CH2:31][CH2:32][CH2:33][CH2:34][CH2:35][NH:36]C(=O)OC(C)(C)C)[N:16]=2)=[CH:10][CH:9]=1)=[O:7].C(O)(C(F)(F)F)=O, predict the reaction product. The product is: [NH2:36][CH2:35][CH2:34][CH2:33][CH2:32][CH2:31][CH2:30][CH2:29][CH2:28][NH:27][C:17]1[N:18]=[C:19]([O:21][CH2:22][C:23]([F:25])([F:26])[F:24])[N:20]=[C:15]([NH:14][C:11]2[CH:12]=[CH:13][C:8]([C:6]([NH:5][CH2:4][CH2:3][CH2:2][Cl:1])=[O:7])=[CH:9][CH:10]=2)[N:16]=1. (6) Given the reactants [Cl:1][C:2]1[N:10]=[C:9]2[C:5]([N:6]=[C:7]([CH:13]=O)[N:8]2[CH2:11][CH3:12])=[C:4]([N:15]2[CH2:20][CH2:19][O:18][CH2:17][CH2:16]2)[N:3]=1.[NH:21]1[CH2:24][CH:23]([N:25]([CH3:32])[C:26]([CH3:31])([CH3:30])[C:27]([NH2:29])=[O:28])[CH2:22]1.C(O[BH-](OC(=O)C)OC(=O)C)(=O)C.[Na+], predict the reaction product. The product is: [Cl:1][C:2]1[N:10]=[C:9]2[C:5]([N:6]=[C:7]([CH2:13][N:21]3[CH2:24][CH:23]([N:25]([CH3:32])[C:26]([CH3:30])([CH3:31])[C:27]([NH2:29])=[O:28])[CH2:22]3)[N:8]2[CH2:11][CH3:12])=[C:4]([N:15]2[CH2:20][CH2:19][O:18][CH2:17][CH2:16]2)[N:3]=1. (7) Given the reactants [CH3:1][C:2]1[C:7]([CH3:8])=[C:6]([C@H:9]2[CH2:14][CH2:13][N:12]([C:15]([O:17][C:18]([CH3:21])([CH3:20])[CH3:19])=[O:16])[CH2:11][C@H:10]2[C:22]([O:24][CH2:25][CH3:26])=[O:23])[CH:5]=[C:4]([O:27][CH2:28][C:29]2[CH:34]=[CH:33][CH:32]=[CH:31][CH:30]=2)[N:3]=1.[O-]CC.[Na+], predict the reaction product. The product is: [CH3:1][C:2]1[C:7]([CH3:8])=[C:6]([C@@H:9]2[CH2:14][CH2:13][N:12]([C:15]([O:17][C:18]([CH3:21])([CH3:19])[CH3:20])=[O:16])[CH2:11][C@H:10]2[C:22]([O:24][CH2:25][CH3:26])=[O:23])[CH:5]=[C:4]([O:27][CH2:28][C:29]2[CH:30]=[CH:31][CH:32]=[CH:33][CH:34]=2)[N:3]=1. (8) Given the reactants [Br:1][C:2]1[NH:6][CH:5]=[C:4]([CH2:7][N:8]([CH3:16])[C:9](=[O:15])[O:10][C:11]([CH3:14])([CH3:13])[CH3:12])[CH:3]=1.[H-].[Na+].C1OCCOCCOCCOCCOC1.[CH3:34][C:35]1[N:40]=[CH:39][C:38]([S:41](Cl)(=[O:43])=[O:42])=[CH:37][CH:36]=1, predict the reaction product. The product is: [Br:1][C:2]1[N:6]([S:41]([C:38]2[CH:39]=[N:40][C:35]([CH3:34])=[CH:36][CH:37]=2)(=[O:43])=[O:42])[CH:5]=[C:4]([CH2:7][N:8]([CH3:16])[C:9](=[O:15])[O:10][C:11]([CH3:12])([CH3:13])[CH3:14])[CH:3]=1. (9) Given the reactants [N:1]#[C:2]Br.CC(C)([O-])C.[K+].[CH:10]([O:13][C:14]([N:16]1[C:25]2[C:20](=[CH:21][C:22]([C:26]([F:29])([F:28])[F:27])=[CH:23][CH:24]=2)[C@H:19]([NH:30][CH2:31][C:32]2[CH:37]=[C:36]([C:38]([F:41])([F:40])[F:39])[CH:35]=[C:34]([C:42]([F:45])([F:44])[F:43])[CH:33]=2)[CH2:18][C@@H:17]1[CH:46]1[CH2:48][CH2:47]1)=[O:15])([CH3:12])[CH3:11].O, predict the reaction product. The product is: [CH:10]([O:13][C:14]([N:16]1[C:25]2[C:20](=[CH:21][C:22]([C:26]([F:27])([F:28])[F:29])=[CH:23][CH:24]=2)[C@H:19]([N:30]([CH2:31][C:32]2[CH:37]=[C:36]([C:38]([F:41])([F:40])[F:39])[CH:35]=[C:34]([C:42]([F:45])([F:43])[F:44])[CH:33]=2)[C:2]#[N:1])[CH2:18][C@@H:17]1[CH:46]1[CH2:47][CH2:48]1)=[O:15])([CH3:12])[CH3:11]. (10) Given the reactants [F:1][C:2]([F:39])([F:38])[C:3]1[CH:4]=[CH:5][C:6]([O:9][C:10]2[CH:15]=[CH:14][C:13]([O:16][C:17]([N:19]3[CH2:24][CH2:23][CH:22]([O:25][C:26]4[CH:31]=[CH:30][C:29]([C:32]([O:34]CC=C)=[O:33])=[CH:28][CH:27]=4)[CH2:21][CH2:20]3)=[O:18])=[CH:12][CH:11]=2)=[N:7][CH:8]=1, predict the reaction product. The product is: [F:39][C:2]([F:1])([F:38])[C:3]1[CH:4]=[CH:5][C:6]([O:9][C:10]2[CH:11]=[CH:12][C:13]([O:16][C:17]([N:19]3[CH2:24][CH2:23][CH:22]([O:25][C:26]4[CH:31]=[CH:30][C:29]([C:32]([OH:34])=[O:33])=[CH:28][CH:27]=4)[CH2:21][CH2:20]3)=[O:18])=[CH:14][CH:15]=2)=[N:7][CH:8]=1.